This data is from Reaction yield outcomes from USPTO patents with 853,638 reactions. The task is: Predict the reaction yield, written as a fraction of the theoretical maximum amount of product (1.0 means a 100% yield; for example, 0.34 means a 34% yield). (1) The reactants are [Cl:1][C:2]1[CH:18]=[CH:17][C:16]([Cl:19])=[CH:15][C:3]=1[O:4][CH2:5][C:6]1[CH:7]=[C:8]([CH:12]=[CH:13][CH:14]=1)[C:9]([OH:11])=O.C(Cl)(=O)C(Cl)=O.CN(C)C=O.Cl.[F:32][C:33]1[CH:45]=[CH:44][C:36]([CH2:37][N:38]2[CH:42]=[C:41]([NH2:43])[CH:40]=[N:39]2)=[CH:35][CH:34]=1. The catalyst is O1CCCC1.CN(C)C(=O)C.C(OCC)(=O)C.C(N(CC)CC)C. The product is [Cl:1][C:2]1[CH:18]=[CH:17][C:16]([Cl:19])=[CH:15][C:3]=1[O:4][CH2:5][C:6]1[CH:7]=[C:8]([CH:12]=[CH:13][CH:14]=1)[C:9]([NH:43][C:41]1[CH:40]=[N:39][N:38]([CH2:37][C:36]2[CH:44]=[CH:45][C:33]([F:32])=[CH:34][CH:35]=2)[CH:42]=1)=[O:11]. The yield is 0.520. (2) The reactants are [CH3:1][C:2]1[CH:11]=[CH:10][C:9]2[C:4](=[CH:5][CH:6]=[CH:7][C:8]=2[N:12]2[CH2:17][CH2:16][N:15]([CH2:18][CH2:19][C:20]3[CH:21]=[C:22]([CH:24]=[CH:25][CH:26]=3)[NH2:23])[CH2:14][CH2:13]2)[N:3]=1.[CH3:27][C:28]([CH3:33])([CH3:32])[C:29](Cl)=[O:30]. No catalyst specified. The product is [CH3:27][C:28]([CH3:33])([CH3:32])[C:29]([NH:23][C:22]1[CH:24]=[CH:25][CH:26]=[C:20]([CH2:19][CH2:18][N:15]2[CH2:14][CH2:13][N:12]([C:8]3[CH:7]=[CH:6][CH:5]=[C:4]4[C:9]=3[CH:10]=[CH:11][C:2]([CH3:1])=[N:3]4)[CH2:17][CH2:16]2)[CH:21]=1)=[O:30]. The yield is 0.660. (3) The catalyst is C1COCC1. The reactants are [Si:1]([O:8][CH2:9][C@@H:10]([NH:28][CH3:29])[CH2:11][CH2:12][C:13]([N:15]1[CH2:20][CH2:19][N:18]([C:21]([O:23][C:24]([CH3:27])([CH3:26])[CH3:25])=[O:22])[CH2:17][CH2:16]1)=[O:14])([C:4]([CH3:7])([CH3:6])[CH3:5])([CH3:3])[CH3:2].CCN(C(C)C)C(C)C.[Cl:39][C:40]1[C:59]([F:60])=[CH:58][CH:57]=[CH:56][C:41]=1[CH2:42][NH:43][C:44](=[O:55])OC1C=CC([N+]([O-])=O)=CC=1. The yield is 0.624. The product is [Si:1]([O:8][CH2:9][C@@H:10]([N:28]([CH3:29])[C:44]([NH:43][CH2:42][C:41]1[CH:56]=[CH:57][CH:58]=[C:59]([F:60])[C:40]=1[Cl:39])=[O:55])[CH2:11][CH2:12][C:13]([N:15]1[CH2:20][CH2:19][N:18]([C:21]([O:23][C:24]([CH3:27])([CH3:26])[CH3:25])=[O:22])[CH2:17][CH2:16]1)=[O:14])([C:4]([CH3:7])([CH3:6])[CH3:5])([CH3:3])[CH3:2]. (4) The reactants are [CH:1]1([NH:4][C:5]([NH:7][C:8]2[CH:13]=[CH:12][C:11]([O:14][C:15]3[CH:20]=[CH:19][N:18]=[C:17]4[CH:21]=[C:22]([C:24]5[CH:29]=[CH:28][C:27]([CH2:30][N:31]6[CH2:36][CH2:35][NH:34][CH2:33][CH2:32]6)=[CH:26][N:25]=5)[S:23][C:16]=34)=[C:10]([F:37])[CH:9]=2)=[O:6])[CH2:3][CH2:2]1.CCN(C(C)C)C(C)C.Cl[CH2:48][CH2:49][C:50]1[NH:54][N:53]=[N:52][N:51]=1.CO.O. The catalyst is CS(C)=O.O. The product is [NH:51]1[C:50]([CH2:49][CH2:48][N:34]2[CH2:33][CH2:32][N:31]([CH2:30][C:27]3[CH:28]=[CH:29][C:24]([C:22]4[S:23][C:16]5[C:17](=[N:18][CH:19]=[CH:20][C:15]=5[O:14][C:11]5[CH:12]=[CH:13][C:8]([NH:7][C:5]([NH:4][CH:1]6[CH2:3][CH2:2]6)=[O:6])=[CH:9][C:10]=5[F:37])[CH:21]=4)=[N:25][CH:26]=3)[CH2:36][CH2:35]2)=[N:54][N:53]=[N:52]1. The yield is 0.0390. (5) The reactants are [NH:1]1[CH2:6][CH2:5][C:4]2([O:11][C:10]3[C:12]4[C:17]([C:18](=[O:21])[C:19](=[O:20])[C:9]=3[S:8][CH2:7]2)=[CH:16][CH:15]=[CH:14][CH:13]=4)[CH2:3][CH2:2]1.[C@@H:22]1([C:31]([OH:33])=[O:32])[CH2:27][CH2:26][CH2:25][CH2:24][C@@H:23]1[C:28]([OH:30])=[O:29]. The product is [C:31]([C@H:22]1[CH2:27][CH2:26][CH2:25][CH2:24][C@H:23]1[C:28]([O-:30])=[O:29])([OH:33])=[O:32].[NH2+:1]1[CH2:2][CH2:3][C:4]2([O:11][C:10]3[C:12]4[C:17]([C:18](=[O:21])[C:19](=[O:20])[C:9]=3[S:8][CH2:7]2)=[CH:16][CH:15]=[CH:14][CH:13]=4)[CH2:5][CH2:6]1. The catalyst is C(#N)C. The yield is 0.600. (6) The catalyst is C(O)CCC. The yield is 0.360. The reactants are [CH2:1]([NH:4][C:5]1[N:6]=[C:7](Cl)[C:8]2[CH:13]=[CH:12][N:11]([CH:14]([CH3:16])[CH3:15])[C:9]=2[N:10]=1)[CH2:2][CH3:3].[CH3:18][CH:19]([NH2:21])[CH3:20].C(=O)([O-])[O-].[K+].[K+].O. The product is [CH2:1]([NH:4][C:5]1[N:6]=[C:7]([NH:21][CH:19]([CH3:20])[CH3:18])[C:8]2[CH:13]=[CH:12][N:11]([CH:14]([CH3:16])[CH3:15])[C:9]=2[N:10]=1)[CH2:2][CH3:3].